Dataset: Forward reaction prediction with 1.9M reactions from USPTO patents (1976-2016). Task: Predict the product of the given reaction. (1) Given the reactants [CH3:1][C:2]1([CH3:22])[C:11](=[O:12])[NH:10][C:9]2[N:8]=[CH:7][C:6](/[CH:13]=[CH:14]/[C:15]([O:17]C(C)(C)C)=[O:16])=[CH:5][C:4]=2[CH2:3]1.C(O)(C(F)(F)F)=O.C(Cl)[Cl:31], predict the reaction product. The product is: [ClH:31].[CH3:1][C:2]1([CH3:22])[C:11](=[O:12])[NH:10][C:9]2[N:8]=[CH:7][C:6](/[CH:13]=[CH:14]/[C:15]([OH:17])=[O:16])=[CH:5][C:4]=2[CH2:3]1. (2) Given the reactants Cl.[Cl:2][C:3]1[C:11]2[C:6](=[CH:7][CH:8]=[C:9]([C:12]3[O:16][N:15]=[C:14]([C:17]4[CH:26]=[CH:25][CH:24]=[C:23]5[C:18]=4[CH2:19][CH2:20][N:21]([CH2:27][C:28](O)=[O:29])[CH2:22]5)[N:13]=3)[CH:10]=2)[N:5]([CH:31]([CH3:33])[CH3:32])[CH:4]=1.[NH2:34][CH2:35][CH2:36][OH:37].F[P-](F)(F)(F)(F)F.N1(OC(N(C)C)=[N+](C)C)C2N=CC=CC=2N=N1.C(N(C(C)C)CC)(C)C, predict the reaction product. The product is: [Cl:2][C:3]1[C:11]2[C:6](=[CH:7][CH:8]=[C:9]([C:12]3[O:16][N:15]=[C:14]([C:17]4[CH:26]=[CH:25][CH:24]=[C:23]5[C:18]=4[CH2:19][CH2:20][N:21]([CH2:27][C:28]([NH:34][CH2:35][CH2:36][OH:37])=[O:29])[CH2:22]5)[N:13]=3)[CH:10]=2)[N:5]([CH:31]([CH3:32])[CH3:33])[CH:4]=1.